From a dataset of Catalyst prediction with 721,799 reactions and 888 catalyst types from USPTO. Predict which catalyst facilitates the given reaction. (1) Reactant: Br[C:2]1[C:11]([OH:12])=[C:10]([CH3:13])[CH:9]=[C:8]2[C:3]=1[CH:4]=[CH:5][CH:6]=[N:7]2.Cl[C:15]1[C:24]2[C:19](=[CH:20][C:21]([O:27][CH3:28])=[C:22]([O:25][CH3:26])[CH:23]=2)[N:18]=[CH:17][CH:16]=1.[Cl:29]C1C=CC=CC=1Cl. Product: [Cl:29][C:2]1[C:11]([O:12][C:15]2[C:24]3[C:19](=[CH:20][C:21]([O:27][CH3:28])=[C:22]([O:25][CH3:26])[CH:23]=3)[N:18]=[CH:17][CH:16]=2)=[C:10]([CH3:13])[CH:9]=[C:8]2[C:3]=1[CH:4]=[CH:5][CH:6]=[N:7]2. The catalyst class is: 277. (2) Reactant: [CH3:1][O:2][C:3]1[CH:4]=[C:5]2[C:10](=[CH:11][C:12]=1[O:13][CH3:14])[CH:9]([CH2:15][OH:16])[NH:8][CH2:7][CH2:6]2.[F:17][C:18]1[CH:48]=[CH:47][CH:46]=[CH:45][C:19]=1[CH2:20][N:21]1[C@H:30]([C:31](OC2C(F)=C(F)C(F)=C(F)C=2F)=[O:32])[CH2:29][C:28]2[C:23](=[CH:24][CH:25]=[CH:26][CH:27]=2)[CH2:22]1.C(N(C(C)C)CC)(C)C. Product: [F:17][C:18]1[CH:48]=[CH:47][CH:46]=[CH:45][C:19]=1[CH2:20][N:21]1[CH:30]([C:31]([N:8]2[CH2:7][CH2:6][C:5]3[C:10](=[CH:11][C:12]([O:13][CH3:14])=[C:3]([O:2][CH3:1])[CH:4]=3)[C@H:9]2[CH2:15][OH:16])=[O:32])[CH2:29][C:28]2[C:23](=[CH:24][CH:25]=[CH:26][CH:27]=2)[CH2:22]1. The catalyst class is: 23. (3) Reactant: [Cl:1][C:2]1[CH:3]=[C:4]([N:9]2[N:13]=[C:12]([CH2:14][OH:15])[C:11]([C:16]3[CH:21]=[CH:20][CH:19]=[CH:18][C:17]=3[F:22])=[N:10]2)[CH:5]=[CH:6][C:7]=1[Cl:8].CC(OI1(OC(C)=O)(OC(C)=O)OC(=O)C2C=CC=CC1=2)=O. Product: [Cl:1][C:2]1[CH:3]=[C:4]([N:9]2[N:13]=[C:12]([CH:14]=[O:15])[C:11]([C:16]3[CH:21]=[CH:20][CH:19]=[CH:18][C:17]=3[F:22])=[N:10]2)[CH:5]=[CH:6][C:7]=1[Cl:8]. The catalyst class is: 4. (4) Reactant: [NH2:1][C:2]1[CH:3]=[C:4]([C:9]2[CH:10]=[CH:11][C:12]3[O:18][CH2:17][CH2:16][N:15]([C:19]([O:21][C:22]([CH3:25])([CH3:24])[CH3:23])=[O:20])[CH2:14][C:13]=3[CH:26]=2)[CH:5]=[N:6][C:7]=1[NH2:8].[CH3:27][O:28][C:29]([NH:31][C:32](=NC(OC)=O)SC)=[O:30]. Product: [CH3:27][O:28][C:29]([NH:31][C:32]1[NH:1][C:2]2[C:7]([N:8]=1)=[N:6][CH:5]=[C:4]([C:9]1[CH:10]=[CH:11][C:12]3[O:18][CH2:17][CH2:16][N:15]([C:19]([O:21][C:22]([CH3:23])([CH3:25])[CH3:24])=[O:20])[CH2:14][C:13]=3[CH:26]=1)[CH:3]=2)=[O:30]. The catalyst class is: 15.